This data is from Reaction yield outcomes from USPTO patents with 853,638 reactions. The task is: Predict the reaction yield, written as a fraction of the theoretical maximum amount of product (1.0 means a 100% yield; for example, 0.34 means a 34% yield). (1) The yield is 0.0760. The reactants are [Br:1][C:2]1[CH:10]=[CH:9][CH:8]=[C:7]2[C:3]=1[C:4]1([C:15]3=[N:16][C:17]([O:20][CH3:21])=[CH:18][CH:19]=[C:14]3[O:13][CH2:12]1)[C:5](=[O:11])[NH:6]2.ClC[C:24]1[N:25]=[C:26]([CH:29]([CH3:31])[CH3:30])[S:27][CH:28]=1.[C:32](=O)([O-])[O-].[Cs+].[Cs+]. The product is [Br:1][C:2]1[CH:10]=[CH:9][CH:8]=[C:7]2[C:3]=1[C:4]1([C:15]3=[N:16][C:17]([O:20][CH3:21])=[CH:18][CH:19]=[C:14]3[O:13][CH2:12]1)[C:5](=[O:11])[N:6]2[CH2:32][C:28]1[S:27][C:26]([CH:29]([CH3:30])[CH3:31])=[N:25][CH:24]=1. The catalyst is CC(C)=O. (2) The reactants are C1(C)C=CC(S(O[CH2:11][C:12]([F:15])([F:14])[F:13])(=O)=O)=CC=1.[Cl:17][C:18]1[C:19]([CH2:47][N:48]2[CH2:53][CH2:52][NH:51][CH2:50][CH2:49]2)=[C:20]([C:43]([F:46])([F:45])[F:44])[CH:21]=[C:22]2[C:27]=1[NH:26][C:25](=[O:28])[N:24]([CH2:29][C:30]1[CH:35]=[C:34]([Cl:36])[CH:33]=[CH:32][C:31]=1[S:37]([CH2:40][CH3:41])(=[O:39])=[O:38])[C:23]2=[O:42].CCN(C(C)C)C(C)C. The catalyst is CN(C=O)C. The product is [Cl:17][C:18]1[C:19]([CH2:47][N:48]2[CH2:49][CH2:50][N:51]([CH2:11][C:12]([F:15])([F:14])[F:13])[CH2:52][CH2:53]2)=[C:20]([C:43]([F:46])([F:44])[F:45])[CH:21]=[C:22]2[C:27]=1[NH:26][C:25](=[O:28])[N:24]([CH2:29][C:30]1[CH:35]=[C:34]([Cl:36])[CH:33]=[CH:32][C:31]=1[S:37]([CH2:40][CH3:41])(=[O:39])=[O:38])[C:23]2=[O:42]. The yield is 0.580. (3) The reactants are O[C:2]1[CH:3]=[C:4]([NH:8][C:9]2[N:14]=[C:13]([NH:15][C:16]3[CH:21]=[CH:20][CH:19]=[C:18](O)[CH:17]=3)[C:12]([F:23])=[CH:11][N:10]=2)[CH:5]=[CH:6][CH:7]=1.[NH2:24][C:25]1C=C(C=CC=1)C#N.Cl[C:34]1N=C(Cl)C(F)=C[N:35]=1. No catalyst specified. The product is [C:25]([C:2]1[CH:3]=[C:4]([NH:8][C:9]2[N:14]=[C:13]([NH:15][C:16]3[CH:21]=[CH:20][CH:19]=[C:18]([C:34]#[N:35])[CH:17]=3)[C:12]([F:23])=[CH:11][N:10]=2)[CH:5]=[CH:6][CH:7]=1)#[N:24]. The yield is 0.760. (4) The reactants are [Br:1][C:2]1[CH:3]=[C:4]([C:11]([O:13][CH3:14])=[O:12])[C:5]2[CH:6]=[N:7][NH:8][C:9]=2[CH:10]=1.C(=O)([O-])[O-].[Cs+].[Cs+].Br[CH:22]1[CH2:26][CH2:25][CH2:24][CH2:23]1. The catalyst is C(#N)C. The product is [Br:1][C:2]1[CH:3]=[C:4]([C:11]([O:13][CH3:14])=[O:12])[C:5]2[CH:6]=[N:7][N:8]([CH:22]3[CH2:26][CH2:25][CH2:24][CH2:23]3)[C:9]=2[CH:10]=1. The yield is 0.292. (5) The reactants are [Br:1][C:2]1[C:14]2[NH:13][C:12]3[C:7](=[CH:8][CH:9]=[CH:10][CH:11]=3)[C:6]=2[CH:5]=[CH:4][CH:3]=1.[H-].[Na+].[C:17]1([C:36]2[CH:41]=[CH:40][CH:39]=[CH:38][CH:37]=2)[CH:22]=[CH:21][C:20]([C:23]2[N:28]=[C:27](Cl)[N:26]=[C:25]([C:30]3[CH:35]=[CH:34][CH:33]=[CH:32][CH:31]=3)[N:24]=2)=[CH:19][CH:18]=1.CO. The catalyst is CN(C=O)C.O. The product is [C:17]1([C:36]2[CH:37]=[CH:38][CH:39]=[CH:40][CH:41]=2)[CH:22]=[CH:21][C:20]([C:23]2[N:24]=[C:25]([C:30]3[CH:35]=[CH:34][CH:33]=[CH:32][CH:31]=3)[N:26]=[C:27]([N:13]3[C:14]4[C:2]([Br:1])=[CH:3][CH:4]=[CH:5][C:6]=4[C:7]4[C:12]3=[CH:11][CH:10]=[CH:9][CH:8]=4)[N:28]=2)=[CH:19][CH:18]=1. The yield is 0.890. (6) The reactants are F[C:2]1[CH:11]=[C:10]2[C:5]([C:6](=[O:12])[NH:7][CH:8]=[N:9]2)=[C:4]([O:13][CH:14]([CH3:16])[CH3:15])[CH:3]=1.[CH3:17][O:18][CH2:19][CH2:20][OH:21]. No catalyst specified. The product is [CH:14]([O:13][C:4]1[CH:3]=[C:2]([O:21][CH2:20][CH2:19][O:18][CH3:17])[CH:11]=[C:10]2[C:5]=1[C:6](=[O:12])[NH:7][CH:8]=[N:9]2)([CH3:16])[CH3:15]. The yield is 0.280. (7) The reactants are [NH2:1][C:2]1[C:3]([Cl:12])=[N:4][CH:5]=[C:6]([CH:11]=1)[C:7]([O:9][CH3:10])=[O:8].N1C=CC=C[CH:14]=1.[CH:19]1[CH:24]=[CH:23][CH:22]=[C:21]([S:25](Cl)(=[O:27])=[O:26])[CH:20]=1. The catalyst is ClCCl.CN(C)C1C=CN=CC=1. The product is [Cl:12][C:3]1[C:2]([NH:1][S:25]([C:21]2[CH:22]=[CH:23][CH:24]=[C:19]([CH3:14])[CH:20]=2)(=[O:27])=[O:26])=[CH:11][C:6]([C:7]([O:9][CH3:10])=[O:8])=[CH:5][N:4]=1. The yield is 0.770.